Dataset: Full USPTO retrosynthesis dataset with 1.9M reactions from patents (1976-2016). Task: Predict the reactants needed to synthesize the given product. (1) Given the product [CH3:1][O:2][CH2:3][CH2:4][C:5]1[CH:14]=[CH:13][CH:12]=[CH:11][C:6]=1[C:7]([O:9][CH3:10])=[O:8], predict the reactants needed to synthesize it. The reactants are: [CH3:1][O:2]/[CH:3]=[CH:4]/[C:5]1[CH:14]=[CH:13][CH:12]=[CH:11][C:6]=1[C:7]([O:9][CH3:10])=[O:8]. (2) Given the product [I:17][C:10]1[CH:15]=[C:14]([C:3]2[CH:4]=[CH:5][O:1][CH:2]=2)[N:13]=[CH:12][N:11]=1, predict the reactants needed to synthesize it. The reactants are: [O:1]1[CH:5]=[CH:4][C:3](B(O)O)=[CH:2]1.Cl[C:10]1[CH:15]=[C:14](Cl)[N:13]=[CH:12][N:11]=1.[IH:17]. (3) Given the product [C:4]([Si:1]([CH3:2])([CH3:3])[O:8][C:9]1[CH:10]=[CH:11][C:12]2[CH:18]([CH2:19][CH2:20][Se:46][C:41]3[CH:42]=[CH:43][CH:44]=[CH:45][C:40]=3[N+:37]([O-:39])=[O:38])[CH:17]([C:22]3[CH:27]=[CH:26][C:25]([O:28][Si:29]([C:32]([CH3:33])([CH3:35])[CH3:34])([CH3:31])[CH3:30])=[CH:24][CH:23]=3)[CH2:16][CH2:15][CH2:14][C:13]=2[CH:36]=1)([CH3:5])([CH3:7])[CH3:6], predict the reactants needed to synthesize it. The reactants are: [Si:1]([O:8][C:9]1[CH:10]=[CH:11][C:12]2[CH:18]([CH2:19][CH2:20]O)[CH:17]([C:22]3[CH:27]=[CH:26][C:25]([O:28][Si:29]([C:32]([CH3:35])([CH3:34])[CH3:33])([CH3:31])[CH3:30])=[CH:24][CH:23]=3)[CH2:16][CH2:15][CH2:14][C:13]=2[CH:36]=1)([C:4]([CH3:7])([CH3:6])[CH3:5])([CH3:3])[CH3:2].[N+:37]([C:40]1[CH:45]=[CH:44][CH:43]=[CH:42][C:41]=1[Se:46]C#N)([O-:39])=[O:38].C(P(CCCC)CCCC)CCC. (4) Given the product [Si:1]([O:8][C@@H:9]1[C@@H:14]([CH3:15])[CH2:13][N:12]([C:34]2[CH:39]=[CH:38][N:37]=[CH:36][C:35]=2[N+:40]([O-:42])=[O:41])[CH2:11][C@H:10]1[NH:16][C:17](=[O:23])[O:18][C:19]([CH3:22])([CH3:21])[CH3:20])([C:4]([CH3:7])([CH3:5])[CH3:6])([CH3:3])[CH3:2], predict the reactants needed to synthesize it. The reactants are: [Si:1]([O:8][C@@H:9]1[C@@H:14]([CH3:15])[CH2:13][NH:12][CH2:11][C@H:10]1[NH:16][C:17](=[O:23])[O:18][C:19]([CH3:22])([CH3:21])[CH3:20])([C:4]([CH3:7])([CH3:6])[CH3:5])([CH3:3])[CH3:2].CCN(C(C)C)C(C)C.Cl[C:34]1[CH:39]=[CH:38][N:37]=[CH:36][C:35]=1[N+:40]([O-:42])=[O:41]. (5) Given the product [C:55]([N:32]1[CH2:31][CH2:30][CH:29]([NH:28][C:25]2[N:24]=[CH:23][C:22]3[CH2:21][CH2:20][C:19]4[C:15]([C:13]([NH:12][C:5]5[C:4]([CH2:2][CH3:3])=[CH:9][CH:8]=[CH:7][C:6]=5[CH2:10][CH3:11])=[O:14])=[N:16][N:17]([CH3:35])[C:18]=4[C:27]=3[N:26]=2)[CH2:34][CH2:33]1)(=[O:57])[CH3:56], predict the reactants needed to synthesize it. The reactants are: Cl.[CH2:2]([C:4]1[CH:9]=[CH:8][CH:7]=[C:6]([CH2:10][CH3:11])[C:5]=1[NH:12][C:13]([C:15]1[C:19]2[CH2:20][CH2:21][C:22]3[CH:23]=[N:24][C:25]([NH:28][CH:29]4[CH2:34][CH2:33][NH:32][CH2:31][CH2:30]4)=[N:26][C:27]=3[C:18]=2[N:17]([CH3:35])[N:16]=1)=[O:14])[CH3:3].CCN(C(C)C)C(C)C.ON1C2C=CC=CC=2N=N1.[C:55](O)(=[O:57])[CH3:56]. (6) Given the product [C:8]([C:10](=[CH:6][C:2]1[S:1][CH:5]=[CH:4][CH:3]=1)[C:11](=[S:12])[NH2:13])#[N:9], predict the reactants needed to synthesize it. The reactants are: [S:1]1[CH:5]=[CH:4][CH:3]=[C:2]1[CH:6]=O.[C:8]([CH2:10][C:11]([NH2:13])=[S:12])#[N:9]. (7) Given the product [NH2:1][C:4]1[CH:12]=[CH:11][C:7]2[N:8]=[CH:9][NH:10][C:6]=2[CH:5]=1, predict the reactants needed to synthesize it. The reactants are: [N+:1]([C:4]1[CH:12]=[CH:11][C:7]2[N:8]=[CH:9][NH:10][C:6]=2[CH:5]=1)([O-])=O.